From a dataset of Full USPTO retrosynthesis dataset with 1.9M reactions from patents (1976-2016). Predict the reactants needed to synthesize the given product. (1) Given the product [NH2:10][C:11]1[C:12]([CH2:22][CH3:23])=[C:13]2[C:18](=[CH:19][CH:20]=1)[N:17]=[CH:16][CH:15]=[CH:14]2, predict the reactants needed to synthesize it. The reactants are: C(Cl)Cl.C([O-])([O-])=O.[Cs+].[Cs+].[NH2:10][C:11]1[C:12](Br)=[C:13]2[C:18](=[CH:19][CH:20]=1)[N:17]=[CH:16][CH:15]=[CH:14]2.[CH2:22](B(CC)CC)[CH3:23]. (2) Given the product [Br:10][C:6]1[CH:5]=[C:4]([C:2]([OH:3])([CH3:11])[CH3:1])[CH:9]=[CH:8][CH:7]=1, predict the reactants needed to synthesize it. The reactants are: [CH3:1][C:2]([C:4]1[CH:9]=[CH:8][CH:7]=[C:6]([Br:10])[CH:5]=1)=[O:3].[CH3:11][Mg]Br.[Cl-].[NH4+]. (3) Given the product [OH:1][C:2]1[C:12]([I:13])=[CH:11][C:5]([C:6]([O:8][CH2:9][CH3:10])=[O:7])=[CH:4][N:3]=1, predict the reactants needed to synthesize it. The reactants are: [OH:1][C:2]1[CH:12]=[CH:11][C:5]([C:6]([O:8][CH2:9][CH3:10])=[O:7])=[CH:4][N:3]=1.[I-:13].O. (4) Given the product [F:13][C:14]1[CH:20]=[CH:19][C:17]([NH:18][C:10](=[O:11])[CH2:9][C:5]2[CH:6]=[CH:7][CH:8]=[C:3]([O:2][CH3:1])[CH:4]=2)=[CH:16][CH:15]=1, predict the reactants needed to synthesize it. The reactants are: [CH3:1][O:2][C:3]1[CH:4]=[C:5]([CH2:9][C:10](Cl)=[O:11])[CH:6]=[CH:7][CH:8]=1.[F:13][C:14]1[CH:20]=[CH:19][C:17]([NH2:18])=[CH:16][CH:15]=1. (5) Given the product [NH2:57][CH:58]1[CH2:63][CH2:62][CH:61]([NH:64][C:2]2[N:10]=[C:9]3[C:5]([N:6]=[CH:7][N:8]3[C@@H:11]3[CH2:15][C@H:14]([NH:16][C:17](=[O:20])[CH2:18][CH3:19])[C@@H:13]([OH:21])[C@H:12]3[OH:22])=[C:4]([NH:23][CH:24]([CH2:27][CH3:28])[CH2:25][CH3:26])[N:3]=2)[CH2:60][CH2:59]1, predict the reactants needed to synthesize it. The reactants are: Cl[C:2]1[N:10]=[C:9]2[C:5]([N:6]=[CH:7][N:8]2[C@@H:11]2[CH2:15][C@H:14]([NH:16][C:17](=[O:20])[CH2:18][CH3:19])[C@@H:13]([OH:21])[C@H:12]2[OH:22])=[C:4]([NH:23][CH:24]([CH2:27][CH3:28])[CH2:25][CH3:26])[N:3]=1.C(OC(=O)N([C@H]1C[C@@H](N2C=NC3C2=NC(Cl)=NC=3Cl)C=C1)C(=O)CC)(C)(C)C.[NH2:57][C@H:58]1[CH2:63][CH2:62][C@H:61]([NH2:64])[CH2:60][CH2:59]1.